This data is from Peptide-MHC class I binding affinity with 185,985 pairs from IEDB/IMGT. The task is: Regression. Given a peptide amino acid sequence and an MHC pseudo amino acid sequence, predict their binding affinity value. This is MHC class I binding data. (1) The peptide sequence is ITIQYNLTF. The MHC is HLA-B15:01 with pseudo-sequence HLA-B15:01. The binding affinity (normalized) is 0.912. (2) The peptide sequence is VLYDEFVTI. The MHC is HLA-B54:01 with pseudo-sequence HLA-B54:01. The binding affinity (normalized) is 0.0712. (3) The binding affinity (normalized) is 0.304. The peptide sequence is IVILFIMFM. The MHC is HLA-A02:02 with pseudo-sequence HLA-A02:02. (4) The peptide sequence is IALALEQYGI. The MHC is HLA-A02:06 with pseudo-sequence HLA-A02:06. The binding affinity (normalized) is 0.351.